From a dataset of Peptide-MHC class I binding affinity with 185,985 pairs from IEDB/IMGT. Regression. Given a peptide amino acid sequence and an MHC pseudo amino acid sequence, predict their binding affinity value. This is MHC class I binding data. The peptide sequence is VPGFQALSE. The MHC is HLA-B27:05 with pseudo-sequence HLA-B27:05. The binding affinity (normalized) is 0.